From a dataset of CYP3A4 inhibition data for predicting drug metabolism from PubChem BioAssay. Regression/Classification. Given a drug SMILES string, predict its absorption, distribution, metabolism, or excretion properties. Task type varies by dataset: regression for continuous measurements (e.g., permeability, clearance, half-life) or binary classification for categorical outcomes (e.g., BBB penetration, CYP inhibition). Dataset: cyp3a4_veith. (1) The drug is c1csc(CN2CC[C@@]3(CCCNC3)C2)n1. The result is 0 (non-inhibitor). (2) The drug is NCCSS(=O)(=O)CCN. The result is 0 (non-inhibitor). (3) The result is 1 (inhibitor). The drug is O=P(Cc1cc[n+]([O-])cc1)(c1ccccc1)c1ccccc1.